From a dataset of Reaction yield outcomes from USPTO patents with 853,638 reactions. Predict the reaction yield, written as a fraction of the theoretical maximum amount of product (1.0 means a 100% yield; for example, 0.34 means a 34% yield). (1) The reactants are [N+:1](=[CH2:3])=[N-].[CH:4](=[C:11]1[NH:15][C:14](=[O:16])[C:13]([N+:17]([O-:19])=[O:18])=[C:12]1O)[C:5]1[CH:10]=[CH:9][CH:8]=[CH:7][CH:6]=1.CN. The catalyst is CCOCC.CO. The product is [CH:4](=[C:11]1[NH:15][C:14](=[O:16])[C:13]([N+:17]([O-:19])=[O:18])=[C:12]1[NH:1][CH3:3])[C:5]1[CH:6]=[CH:7][CH:8]=[CH:9][CH:10]=1. The yield is 0.450. (2) The reactants are [Na].[O:2]=[S:3]1(=[O:17])[C:8]2[CH:9]=[N:10][CH:11]=[CH:12][C:7]=2[NH:6][C:5]([CH2:13][C:14]([O-])=[O:15])=[N:4]1.C([O:20][C:21]([C@H:23]1[C@@H:28]([NH:29][CH2:30][C:31]2[CH:36]=[CH:35][C:34]([F:37])=[CH:33][CH:32]=2)[C@H:27]2[CH2:38][C@@H:24]1[CH2:25][CH2:26]2)=O)C.F[P-](F)(F)(F)(F)F.N1(OC(N(C)C)=[N+](C)C)C2N=CC=CC=2N=N1.C(N(CC)CC)C. The catalyst is CN(C)C=O.C(OCC)(=O)C. The product is [O:2]=[S:3]1(=[O:17])[C:8]2[CH:9]=[N:10][CH:11]=[CH:12][C:7]=2[NH:6][C:5]([C:13]2[C:14](=[O:15])[N:29]([CH2:30][C:31]3[CH:32]=[CH:33][C:34]([F:37])=[CH:35][CH:36]=3)[C@@H:28]3[C@H:23]([C:21]=2[OH:20])[C@@H:24]2[CH2:38][C@H:27]3[CH2:26][CH2:25]2)=[N:4]1. The yield is 0.0770. (3) The reactants are [C:1]([C:3]1[CH:7]=[C:6]([C:8](=[O:27])[CH:9]([C:13]2[CH:18]=[CH:17][C:16]([N:19]3[CH:24]=[CH:23][CH:22]=[CH:21][C:20]3=[O:25])=[CH:15][C:14]=2[F:26])C([O-])=O)[N:5]([C:28]2[CH:33]=[CH:32][C:31]([O:34][CH3:35])=[CH:30][CH:29]=2)[N:4]=1)#[N:2].CO.S(O)(O)(=O)=O.C(=O)([O-])O. The catalyst is C(OCC)(=O)C. The product is [F:26][C:14]1[CH:15]=[C:16]([N:19]2[CH:24]=[CH:23][CH:22]=[CH:21][C:20]2=[O:25])[CH:17]=[CH:18][C:13]=1[CH2:9][C:8]([C:6]1[N:5]([C:28]2[CH:29]=[CH:30][C:31]([O:34][CH3:35])=[CH:32][CH:33]=2)[N:4]=[C:3]([C:1]#[N:2])[CH:7]=1)=[O:27]. The yield is 0.850. (4) The reactants are [C:1]([C:3]1[CH:4]=[C:5]([C:13]2[O:17][N:16]=[C:15]([C:18]3[CH:26]=[CH:25][CH:24]=[C:23]4[C:19]=3[CH2:20][CH2:21][C@H:22]4[N:27]3[CH2:30][C:29](C(OCC)=O)([C:31]([O:33]CC)=[O:32])[CH2:28]3)[N:14]=2)[CH:6]=[CH:7][C:8]=1[O:9][CH:10]([CH3:12])[CH3:11])#[N:2]. The catalyst is CO.[OH-].[Na+]. The product is [C:1]([C:3]1[CH:4]=[C:5]([C:13]2[O:17][N:16]=[C:15]([C:18]3[CH:26]=[CH:25][CH:24]=[C:23]4[C:19]=3[CH2:20][CH2:21][C@H:22]4[N:27]3[CH2:30][CH:29]([C:31]([OH:33])=[O:32])[CH2:28]3)[N:14]=2)[CH:6]=[CH:7][C:8]=1[O:9][CH:10]([CH3:12])[CH3:11])#[N:2]. The yield is 0.330. (5) The reactants are [N+](C1C=CC(N=[N:11][C:12]2[C:13]([CH3:32])=[C:14]([CH3:31])[C:15]3[O:19][C:18]([CH3:21])([CH3:20])[CH:17]([C:22]4[CH:27]=[CH:26][C:25]([CH3:28])=[CH:24][CH:23]=4)[C:16]=3[C:29]=2[CH3:30])=CC=1)([O-])=O.S(S([O-])=O)([O-])=O.[Na+].[Na+].CO.[OH-].[Na+]. The catalyst is C1(C)C=CC=CC=1.O. The product is [CH3:20][C:18]1([CH3:21])[CH:17]([C:22]2[CH:23]=[CH:24][C:25]([CH3:28])=[CH:26][CH:27]=2)[C:16]2[C:29]([CH3:30])=[C:12]([NH2:11])[C:13]([CH3:32])=[C:14]([CH3:31])[C:15]=2[O:19]1. The yield is 0.860. (6) The reactants are [CH2:1]([O:4][C:5]([NH:7][C@@H:8]([CH2:12][S:13][S:14][C:15]([CH3:18])([CH3:17])[CH3:16])[C:9]([OH:11])=O)=[O:6])[CH:2]=[CH2:3].ON1C(=O)CCC1=O.Cl.CN(C)CCCN=C=NCC.C(N(CC)C(C)C)(C)C.[NH:48]([C:58]([O:60][CH2:61][CH:62]1[C:74]2[C:69](=[CH:70][CH:71]=[CH:72][CH:73]=2)[C:68]2[C:63]1=[CH:64][CH:65]=[CH:66][CH:67]=2)=[O:59])[C@H:49]([C:55]([OH:57])=[O:56])[CH2:50][CH2:51][CH2:52][CH2:53][NH2:54].Cl. The catalyst is ClCCl. The product is [CH:64]1[C:63]2[CH:62]([CH2:61][O:60][C:58]([NH:48][C@@H:49]([CH2:50][CH2:51][CH2:52][CH2:53][NH:54][C:9](=[O:11])[C@@H:8]([NH:7][C:5]([O:4][CH2:1][CH:2]=[CH2:3])=[O:6])[CH2:12][S:13][S:14][C:15]([CH3:18])([CH3:17])[CH3:16])[C:55]([OH:57])=[O:56])=[O:59])[C:74]3[C:69](=[CH:70][CH:71]=[CH:72][CH:73]=3)[C:68]=2[CH:67]=[CH:66][CH:65]=1. The yield is 0.640. (7) The catalyst is C1COCC1. The product is [Br:19][C:20]1[CH:27]=[CH:26][C:23]([CH:24]([OH:25])[C:33]([F:36])([F:35])[F:34])=[C:22]([F:28])[CH:21]=1. The reactants are CCCC[N+](CCCC)(CCCC)CCCC.[F-].[Br:19][C:20]1[CH:27]=[CH:26][C:23]([CH:24]=[O:25])=[C:22]([F:28])[CH:21]=1.[Si]([C:33]([F:36])([F:35])[F:34])(C)(C)C.Cl. The yield is 0.900.